Dataset: Catalyst prediction with 721,799 reactions and 888 catalyst types from USPTO. Task: Predict which catalyst facilitates the given reaction. (1) Reactant: [ClH:1].[S:2]1[C:6]([CH2:7][O:8][CH:9]2[CH2:12][N:11](C(OC(C)(C)C)=O)[CH2:10]2)=[CH:5][N:4]=[CH:3]1. Product: [ClH:1].[NH:11]1[CH2:12][CH:9]([O:8][CH2:7][C:6]2[S:2][CH:3]=[N:4][CH:5]=2)[CH2:10]1. The catalyst class is: 27. (2) Reactant: [F:1][C:2]1[CH:18]=[CH:17][CH:16]=[C:15]([F:19])[C:3]=1[C:4]([NH:6][C:7]1[C:8]([C:12]([OH:14])=O)=[N:9][NH:10][CH:11]=1)=[O:5].C(Cl)CCl.[CH:24]1[CH:25]=[CH:26][C:27]2[N:32](O)N=N[C:28]=2[CH:29]=1.[CH3:34][CH2:35][O:36][C:37](C)=[O:38]. Product: [CH2:35]([O:36][C:37]([CH:24]1[CH2:29][CH2:28][CH:27]([NH:32][C:12]([C:8]2[C:7]([NH:6][C:4](=[O:5])[C:3]3[C:15]([F:19])=[CH:16][CH:17]=[CH:18][C:2]=3[F:1])=[CH:11][NH:10][N:9]=2)=[O:14])[CH2:26][CH2:25]1)=[O:38])[CH3:34]. The catalyst class is: 3. (3) Reactant: [Br-:1].[Br:2][CH2:3][CH2:4][CH2:5][CH2:6][N+:7]([CH3:17])([CH3:16])[CH2:8][CH2:9][CH2:10][C:11]([O:13][CH2:14][CH3:15])=[O:12].[CH3:18][C:19]1[C:28]2[C:23](=[CH:24][CH:25]=[CH:26][CH:27]=2)[N:22]=[CH:21][CH:20]=1. Product: [Br-:2].[Br-:1].[CH3:16][N+:7]([CH3:17])([CH2:8][CH2:9][CH2:10][C:11]([O:13][CH2:14][CH3:15])=[O:12])[CH2:6][CH2:5][CH2:4][CH2:3][N+:22]1[C:23]2[C:28](=[CH:27][CH:26]=[CH:25][CH:24]=2)[C:19]([CH3:18])=[CH:20][CH:21]=1. The catalyst class is: 13. (4) Reactant: O[CH2:2][CH2:3][N:4]1[CH2:8][CH2:7][C:6]([C:15]2[CH:20]=[CH:19][CH:18]=[CH:17][CH:16]=2)([C:9]2[CH:14]=[CH:13][CH:12]=[CH:11][CH:10]=2)[C:5]1=[O:21].C(Br)(Br)(Br)[Br:23].C1(P(C2C=CC=CC=2)C2C=CC=CC=2)C=CC=CC=1. Product: [Br:23][CH2:2][CH2:3][N:4]1[CH2:8][CH2:7][C:6]([C:15]2[CH:20]=[CH:19][CH:18]=[CH:17][CH:16]=2)([C:9]2[CH:14]=[CH:13][CH:12]=[CH:11][CH:10]=2)[C:5]1=[O:21]. The catalyst class is: 2.